This data is from Forward reaction prediction with 1.9M reactions from USPTO patents (1976-2016). The task is: Predict the product of the given reaction. (1) The product is: [OH:23][CH2:22][CH2:21][O:1][C:2]1[CH:3]=[CH:4][C:5]([CH:6]=[C:7]([C:8]([O:10][CH3:11])=[O:9])[C:12]([O:14][CH3:15])=[O:13])=[CH:16][CH:17]=1. Given the reactants [OH:1][C:2]1[CH:17]=[CH:16][C:5]([CH:6]=[C:7]([C:12]([O:14][CH3:15])=[O:13])[C:8]([O:10][CH3:11])=[O:9])=[CH:4][CH:3]=1.[H-].[Na+].Br[CH2:21][CH2:22][OH:23].O, predict the reaction product. (2) Given the reactants [CH2:1]=[C:2]([C:4]1[CH:5]=[C:6]([C:14]2[N:15]=[C:16]([CH2:19][CH2:20][C:21]([O:23][CH3:24])=[O:22])[O:17][CH:18]=2)[CH:7]=[C:8]([C:10]([F:13])([F:12])[F:11])[CH:9]=1)[CH3:3], predict the reaction product. The product is: [CH:2]([C:4]1[CH:5]=[C:6]([C:14]2[N:15]=[C:16]([CH2:19][CH2:20][C:21]([O:23][CH3:24])=[O:22])[O:17][CH:18]=2)[CH:7]=[C:8]([C:10]([F:12])([F:11])[F:13])[CH:9]=1)([CH3:3])[CH3:1]. (3) The product is: [Cl:15][C:16]1[CH:17]=[C:18]([CH2:25][O:1][C:2]2[N:6]([C:7]3[CH:12]=[C:11]([C:13]#[N:14])[CH:10]=[CH:9][N:8]=3)[N:5]=[CH:4][CH:3]=2)[CH:19]=[CH:20][C:21]=1[CH:22]1[CH2:24][CH2:23]1. Given the reactants [OH:1][C:2]1[N:6]([C:7]2[CH:12]=[C:11]([C:13]#[N:14])[CH:10]=[CH:9][N:8]=2)[N:5]=[CH:4][CH:3]=1.[Cl:15][C:16]1[CH:17]=[C:18]([CH2:25]O)[CH:19]=[CH:20][C:21]=1[CH:22]1[CH2:24][CH2:23]1, predict the reaction product.